Dataset: Forward reaction prediction with 1.9M reactions from USPTO patents (1976-2016). Task: Predict the product of the given reaction. (1) Given the reactants Br[C:2]1[CH:3]=[C:4]2[C:8](=[CH:9][C:10]=1[CH3:11])[NH:7][CH:6]=[C:5]2[CH:12]=[O:13].CC1(C)COB([C:21]2[CH:26]=[CH:25][C:24]([C:27]3([CH2:30][OH:31])[CH2:29][CH2:28]3)=[CH:23][CH:22]=2)OC1.C(=O)([O-])[O-].[K+].[K+], predict the reaction product. The product is: [OH:31][CH2:30][C:27]1([C:24]2[CH:25]=[CH:26][C:21]([C:2]3[CH:3]=[C:4]4[C:8](=[CH:9][C:10]=3[CH3:11])[NH:7][CH:6]=[C:5]4[CH:12]=[O:13])=[CH:22][CH:23]=2)[CH2:29][CH2:28]1. (2) Given the reactants [NH2:1][C@@H:2]([C@@H:35]([C:43]1[CH:48]=[CH:47][C:46]([Cl:49])=[CH:45][CH:44]=1)[C:36]1[CH:41]=[CH:40][CH:39]=[C:38]([F:42])[CH:37]=1)[C:3]([NH:5][C:6]1[CH:7]=[N:8][CH:9]=[C:10]([F:34])[C:11]=1[CH2:12][CH2:13][C@@H:14]1[N:19]([S:20]([CH:23]2[CH2:25][CH2:24]2)(=[O:22])=[O:21])[C@@H:18]([CH3:26])[CH2:17][N:16]([C:27]([O:29][C:30]([CH3:33])([CH3:32])[CH3:31])=[O:28])[CH2:15]1)=[O:4].C(N(C(C)C)CC)(C)C.[CH3:59][O:60][C:61](Cl)=[O:62], predict the reaction product. The product is: [Cl:49][C:46]1[CH:47]=[CH:48][C:43]([C@@H:35]([C:36]2[CH:41]=[CH:40][CH:39]=[C:38]([F:42])[CH:37]=2)[C@H:2]([NH:1][C:61]([O:60][CH3:59])=[O:62])[C:3]([NH:5][C:6]2[CH:7]=[N:8][CH:9]=[C:10]([F:34])[C:11]=2[CH2:12][CH2:13][C@@H:14]2[N:19]([S:20]([CH:23]3[CH2:24][CH2:25]3)(=[O:22])=[O:21])[C@@H:18]([CH3:26])[CH2:17][N:16]([C:27]([O:29][C:30]([CH3:31])([CH3:33])[CH3:32])=[O:28])[CH2:15]2)=[O:4])=[CH:44][CH:45]=1. (3) Given the reactants [C:1]([O:5][C:6]([NH:8][C:9]1[S:13][C:12]2[CH:14]=[CH:15][CH:16]=[CH:17][C:11]=2[C:10]=1[C:18]([OH:20])=[O:19])=[O:7])([CH3:4])([CH3:3])[CH3:2].O/[N:22]=[C:23](/[CH:25]1[CH2:27][CH2:26]1)\[NH2:24], predict the reaction product. The product is: [NH2:24][C:23](=[N:22][O:19][C:18]([C:10]1[C:11]2[CH:17]=[CH:16][CH:15]=[CH:14][C:12]=2[S:13][C:9]=1[NH:8][C:6](=[O:7])[O:5][C:1]([CH3:4])([CH3:2])[CH3:3])=[O:20])[CH:25]1[CH2:27][CH2:26]1.